Task: Predict the reaction yield, written as a fraction of the theoretical maximum amount of product (1.0 means a 100% yield; for example, 0.34 means a 34% yield).. Dataset: Reaction yield outcomes from USPTO patents with 853,638 reactions (1) The reactants are [OH-].[K+].O.O.[Cl:5][C:6]1[C:11]([N+:12]([O-:14])=[O:13])=[CH:10][CH:9]=[C:8]([Cl:15])[C:7]=1[S:16]([OH:19])(=O)=[O:17].P(Cl)(Cl)(Cl)(Cl)[Cl:21].O=P(Cl)(Cl)Cl. The catalyst is CO. The product is [Cl:5][C:6]1[C:11]([N+:12]([O-:14])=[O:13])=[CH:10][CH:9]=[C:8]([Cl:15])[C:7]=1[S:16]([Cl:21])(=[O:19])=[O:17]. The yield is 0.970. (2) The reactants are [S:1]1[CH:5]=[CH:4][C:3]2[C:6](=[O:10])[CH2:7][CH2:8][CH2:9][C:2]1=2.[Br:11]Br. The catalyst is CCOCC.C(Cl)(Cl)(Cl)Cl. The product is [Br:11][CH:7]1[CH2:8][CH2:9][C:2]2[S:1][CH:5]=[CH:4][C:3]=2[C:6]1=[O:10]. The yield is 0.980. (3) The reactants are [ClH:1].Cl.[CH2:3]([NH:5][CH2:6][CH2:7][NH:8][CH2:9][CH3:10])[CH3:4].[CH:11](OCC)(OCC)OCC. The catalyst is C(O)=O.CC(C)=O.C(OCC)C. The product is [Cl-:1].[CH2:3]([N+:5]1[CH2:6][CH2:7][N:8]([CH2:9][CH3:10])[CH:11]=1)[CH3:4]. The yield is 0.800. (4) The reactants are O[C:2]1[N:7]2[N:8]=[CH:9][CH:10]=[C:6]2[N:5]=[CH:4][C:3]=1[C:11]([O:13][CH2:14][CH3:15])=[O:12].[Cl:16][C:17]1[CH:23]=[CH:22][C:21]([Cl:24])=[CH:20][C:18]=1[NH2:19]. No catalyst specified. The product is [Cl:16][C:17]1[CH:23]=[CH:22][C:21]([Cl:24])=[CH:20][C:18]=1[NH:19][C:2]1[N:7]2[N:8]=[CH:9][CH:10]=[C:6]2[N:5]=[CH:4][C:3]=1[C:11]([O:13][CH2:14][CH3:15])=[O:12]. The yield is 0.680. (5) The reactants are [Cl:1][C:2]1[C:7]([C:8]2[C:9](=[O:22])[N:10]([CH2:20][CH3:21])[C:11]3[C:16]([CH:17]=2)=[CH:15][N:14]=[C:13]([NH:18][CH3:19])[CH:12]=3)=[CH:6][C:5]([NH:23][C:24]([NH:26][C:27]2[CH:32]=[CH:31][CH:30]=[C:29]([CH2:33][N:34]3[CH2:39][CH2:38][N:37]([CH3:40])[CH2:36][CH2:35]3)[CH:28]=2)=[O:25])=[C:4]([F:41])[CH:3]=1.[ClH:42]. The catalyst is CC#N. The product is [ClH:1].[ClH:42].[Cl:1][C:2]1[C:7]([C:8]2[C:9](=[O:22])[N:10]([CH2:20][CH3:21])[C:11]3[C:16]([CH:17]=2)=[CH:15][N:14]=[C:13]([NH:18][CH3:19])[CH:12]=3)=[CH:6][C:5]([NH:23][C:24]([NH:26][C:27]2[CH:32]=[CH:31][CH:30]=[C:29]([CH2:33][N:34]3[CH2:35][CH2:36][N:37]([CH3:40])[CH2:38][CH2:39]3)[CH:28]=2)=[O:25])=[C:4]([F:41])[CH:3]=1. The yield is 0.910. (6) The reactants are Br[C:2]1[CH:3]=[C:4]([N:22]([CH3:29])[CH:23]2[CH2:28][CH2:27][O:26][CH2:25][CH2:24]2)[C:5]([CH3:21])=[C:6]([CH:20]=1)[C:7]([NH:9][CH2:10][C:11]1[C:12](=[O:19])[NH:13][C:14]([CH3:18])=[CH:15][C:16]=1[CH3:17])=[O:8].[CH3:30][N:31]1[CH:35]=[C:34](B2OC(C)(C)C(C)(C)O2)[CH:33]=[N:32]1.C([O-])([O-])=O.[Na+].[Na+]. The catalyst is O1CCOCC1.O.C1C=CC([P]([Pd]([P](C2C=CC=CC=2)(C2C=CC=CC=2)C2C=CC=CC=2)([P](C2C=CC=CC=2)(C2C=CC=CC=2)C2C=CC=CC=2)[P](C2C=CC=CC=2)(C2C=CC=CC=2)C2C=CC=CC=2)(C2C=CC=CC=2)C2C=CC=CC=2)=CC=1. The product is [CH3:17][C:16]1[CH:15]=[C:14]([CH3:18])[NH:13][C:12](=[O:19])[C:11]=1[CH2:10][NH:9][C:7](=[O:8])[C:6]1[CH:20]=[C:2]([C:34]2[CH:33]=[N:32][N:31]([CH3:30])[CH:35]=2)[CH:3]=[C:4]([N:22]([CH3:29])[CH:23]2[CH2:28][CH2:27][O:26][CH2:25][CH2:24]2)[C:5]=1[CH3:21]. The yield is 0.200. (7) The reactants are Cl[CH2:2][C:3]([N:5]1[C:18]2[CH:17]=[C:16]([Cl:19])[CH:15]=[CH:14][C:13]=2[S:12][C:11]2[C:6]1=[CH:7][CH:8]=[CH:9][CH:10]=2)=[O:4].[N-:20]=[N+:21]=[N-:22].[Na+]. The catalyst is CN(C=O)C.C(Cl)Cl. The product is [N:20]([CH2:2][C:3]([N:5]1[C:18]2[CH:17]=[C:16]([Cl:19])[CH:15]=[CH:14][C:13]=2[S:12][C:11]2[C:6]1=[CH:7][CH:8]=[CH:9][CH:10]=2)=[O:4])=[N+:21]=[N-:22]. The yield is 0.960.